Dataset: Full USPTO retrosynthesis dataset with 1.9M reactions from patents (1976-2016). Task: Predict the reactants needed to synthesize the given product. (1) Given the product [C:24]([OH:30])([C:26]([F:29])([F:28])[F:27])=[O:25].[SiH:31]([CH2:36][CH3:37])([CH2:34][CH3:35])[CH2:32][CH3:33], predict the reactants needed to synthesize it. The reactants are: C1(C=CC=C(O)C=1)O.[Li]CCCC.CCCCCC.N#N.[NH4+].[Cl-].[C:24]([OH:30])([C:26]([F:29])([F:28])[F:27])=[O:25].[SiH:31]([CH2:36][CH3:37])([CH2:34][CH3:35])[CH2:32][CH3:33].B(Br)(Br)Br. (2) Given the product [NH:1]1[C:9]2[CH:8]=[CH:7][CH:6]=[C:5]3[CH2:10][N:11]([C:27]([O:29][C:30]([CH3:33])([CH3:32])[CH3:31])=[O:28])[CH2:12][CH2:13][C:3]([C:4]=23)=[CH:2]1, predict the reactants needed to synthesize it. The reactants are: [NH:1]1[C:9]2[CH:8]=[CH:7][CH:6]=[C:5]3[CH2:10][NH:11][CH2:12][CH2:13][C:3]([C:4]=23)=[CH:2]1.N1C2C=CC=C3CNCCC(C=23)C1.[C:27](O[C:27]([O:29][C:30]([CH3:33])([CH3:32])[CH3:31])=[O:28])([O:29][C:30]([CH3:33])([CH3:32])[CH3:31])=[O:28]. (3) Given the product [O:24]1[CH:25]=[CH:26][C:22]([C:15]2[C:16]3[C:17](=[O:21])[O:18][CH2:19][C:20]=3[C:8]([OH:7])=[C:9]3[C:14]=2[CH:13]=[C:12]([O:27][CH3:28])[C:11]([O:29][CH3:30])=[CH:10]3)=[CH:23]1, predict the reactants needed to synthesize it. The reactants are: C(=O)([O:7][C:8]1[C:20]2[CH2:19][O:18][C:17](=[O:21])[C:16]=2[C:15]([C:22]2[CH:26]=[CH:25][O:24][CH:23]=2)=[C:14]2[C:9]=1[CH:10]=[C:11]([O:29][CH3:30])[C:12]([O:27][CH3:28])=[CH:13]2)OC(C)(C)C.N1CCCCC1.Cl. (4) Given the product [F:1][C:2]1[CH:3]=[C:4]([C:13]2[CH:14]=[CH:15][C:16]3[N:20]=[C:19]([N:21]4[CH2:22][CH2:23][N:24]([C:27]5[C:32]([C:33]([F:36])([F:34])[F:35])=[CH:31][CH:30]=[CH:29][N:28]=5)[CH2:25][CH2:26]4)[NH:18][C:17]=3[CH:37]=2)[CH:5]=[CH:6][C:7]=1[F:8], predict the reactants needed to synthesize it. The reactants are: [F:1][C:2]1[CH:3]=[C:4](B(O)O)[CH:5]=[CH:6][C:7]=1[F:8].Br[C:13]1[CH:14]=[CH:15][C:16]2[N:20]=[C:19]([N:21]3[CH2:26][CH2:25][N:24]([C:27]4[C:32]([C:33]([F:36])([F:35])[F:34])=[CH:31][CH:30]=[CH:29][N:28]=4)[CH2:23][CH2:22]3)[NH:18][C:17]=2[CH:37]=1.[Cl-].[Li+].C(=O)([O-])[O-].[Na+].[Na+].